This data is from Forward reaction prediction with 1.9M reactions from USPTO patents (1976-2016). The task is: Predict the product of the given reaction. (1) Given the reactants CCN(C(C)C)C(C)C.Cl[C:11]1[N:16]=[C:15]([Cl:17])[N:14]=[CH:13][N:12]=1.[NH2:18][C:19]1[CH:20]=[C:21]([CH:32]=[CH:33][CH:34]=1)[CH2:22][S:23](=[N:26][C:27](=[O:31])[O:28][CH2:29][CH3:30])([CH3:25])=[O:24], predict the reaction product. The product is: [Cl:17][C:15]1[N:14]=[CH:13][N:12]=[C:11]([NH:18][C:19]2[CH:20]=[C:21]([CH:32]=[CH:33][CH:34]=2)[CH2:22][S:23](=[N:26][C:27](=[O:31])[O:28][CH2:29][CH3:30])([CH3:25])=[O:24])[N:16]=1. (2) Given the reactants Cl[C:2]([O:4][CH:5]([CH3:7])[CH3:6])=[O:3].[CH:8]1([C@H:11]2[CH2:20][C@@H:19]([NH:21][C:22](=[O:24])[CH3:23])[C:18]3[C:13](=[CH:14][CH:15]=[C:16]([C:25]([F:28])([F:27])[F:26])[CH:17]=3)[NH:12]2)[CH2:10][CH2:9]1.N1C=CC=CC=1.Cl, predict the reaction product. The product is: [CH:5]([O:4][C:2]([N:12]1[C:13]2[C:18](=[CH:17][C:16]([C:25]([F:27])([F:28])[F:26])=[CH:15][CH:14]=2)[C@H:19]([NH:21][C:22](=[O:24])[CH3:23])[CH2:20][C@@H:11]1[CH:8]1[CH2:10][CH2:9]1)=[O:3])([CH3:7])[CH3:6]. (3) The product is: [CH:23]1([N:22]2[C:21]3[CH:29]=[CH:30][C:31]([C:33]([OH:35])=[O:34])=[CH:32][C:20]=3[N:19]=[C:18]2[C:13]2[CH:14]=[C:15]3[C:10](=[CH:11][CH:12]=2)[N:9]=[C:8]([C:6]2[CH:5]=[N:48][CH:44]=[CH:45][N:46]=2)[CH:17]=[CH:16]3)[CH2:28][CH2:27][CH2:26][CH2:25][CH2:24]1. Given the reactants BrC1C=C[C:5](O)=[C:6]([C:8]2[CH:17]=[CH:16][C:15]3[C:10](=[CH:11][CH:12]=[C:13]([C:18]4[N:22]([CH:23]5[CH2:28][CH2:27][CH2:26][CH2:25][CH2:24]5)[C:21]5[CH:29]=[CH:30][C:31]([C:33]([OH:35])=[O:34])=[CH:32][C:20]=5[N:19]=4)[CH:14]=3)[N:9]=2)C=1.C(OC(C1C=C[C:45]2[N:46](C3CCCCC3)C(C3C=CC(N)=C(C=O)C=3)=[N:48][C:44]=2C=1)=O)C.N1C=CN=CC=1C(=O)C.[OH-].[K+], predict the reaction product. (4) Given the reactants [CH3:1][O:2][C:3]1[CH:4]=[C:5]([NH:20][C:21]2[CH:26]=[C:25]([O:27][C:28]3[C:37]4[C:32](=[CH:33][CH:34]=[CH:35][CH:36]=4)[C:31]([NH:38]C(=O)OC(C)(C)C)=[CH:30][CH:29]=3)[CH:24]=[CH:23][N:22]=2)[CH:6]=[C:7]([O:9][CH2:10][CH2:11][O:12][CH2:13][CH2:14][O:15][CH2:16][CH2:17][O:18][CH3:19])[CH:8]=1.C(O)(C(F)(F)F)=O.C([O-])(O)=O.[Na+], predict the reaction product. The product is: [NH2:38][C:31]1[C:32]2[C:37](=[CH:36][CH:35]=[CH:34][CH:33]=2)[C:28]([O:27][C:25]2[CH:24]=[CH:23][N:22]=[C:21]([NH:20][C:5]3[CH:6]=[C:7]([O:9][CH2:10][CH2:11][O:12][CH2:13][CH2:14][O:15][CH2:16][CH2:17][O:18][CH3:19])[CH:8]=[C:3]([O:2][CH3:1])[CH:4]=3)[CH:26]=2)=[CH:29][CH:30]=1. (5) Given the reactants C1OC2C(=CC3C=C(CNC(C)CCCCO)C4C(C=3C=2)=CC(OCC2C=CC=CC=2)=CC=4)O1.[CH2:35]1[O:51][C:50]2[C:37](=[CH:38][C:39]3[CH:40]=[C:41]([C:60]([NH:62][CH2:63][CH2:64][CH2:65][CH2:66][CH2:67][C:68]([O:70]C)=[O:69])=O)[C:42]4[C:47]([C:48]=3[CH:49]=2)=[CH:46][C:45]([O:52][CH2:53][C:54]2[CH:59]=[CH:58][CH:57]=[CH:56][CH:55]=2)=[CH:44][CH:43]=4)[O:36]1.N, predict the reaction product. The product is: [CH2:35]1[O:51][C:50]2[C:37](=[CH:38][C:39]3[CH:40]=[C:41]([CH2:60][NH:62][CH2:63][CH2:64][CH2:65][CH2:66][CH2:67][C:68]([OH:70])=[O:69])[C:42]4[C:47]([C:48]=3[CH:49]=2)=[CH:46][C:45]([O:52][CH2:53][C:54]2[CH:59]=[CH:58][CH:57]=[CH:56][CH:55]=2)=[CH:44][CH:43]=4)[O:36]1. (6) Given the reactants [Cl:1][C:2]1[CH:25]=[CH:24][CH:23]=[C:22]([Cl:26])[C:3]=1[C:4]([NH:6][C@H:7]([C:18]([O:20][CH3:21])=[O:19])[CH2:8][C:9]1[CH:17]=[CH:16][C:12]([C:13](O)=[O:14])=[CH:11][CH:10]=1)=[O:5].S(C)C.CO, predict the reaction product. The product is: [Cl:1][C:2]1[CH:25]=[CH:24][CH:23]=[C:22]([Cl:26])[C:3]=1[C:4]([NH:6][C@H:7]([C:18]([O:20][CH3:21])=[O:19])[CH2:8][C:9]1[CH:10]=[CH:11][C:12]([CH2:13][OH:14])=[CH:16][CH:17]=1)=[O:5]. (7) Given the reactants [CH:1]1([OH:5])[CH2:4][CH2:3][CH2:2]1.[Na].[Br:7][C:8]1[CH:13]=[CH:12][CH:11]=[C:10](Br)[N:9]=1, predict the reaction product. The product is: [Br:7][C:8]1[CH:13]=[CH:12][CH:11]=[C:10]([O:5][CH:1]2[CH2:4][CH2:3][CH2:2]2)[N:9]=1.